From a dataset of Reaction yield outcomes from USPTO patents with 853,638 reactions. Predict the reaction yield, written as a fraction of the theoretical maximum amount of product (1.0 means a 100% yield; for example, 0.34 means a 34% yield). The reactants are [N:1]1[CH:6]=[CH:5][C:4]([C:7]([CH:9]2[CH2:14][CH2:13][CH2:12][CH2:11][N:10]2C(OC(C)(C)C)=O)=[O:8])=[CH:3][CH:2]=1.Cl.CCN(C(C)C)C(C)C.[CH3:32][N:33]1[CH:37]=[C:36]([S:38](Cl)(=[O:40])=[O:39])[N:35]=[CH:34]1. The catalyst is O1CCOCC1. The product is [CH3:32][N:33]1[CH:37]=[C:36]([S:38]([N:12]2[CH2:13][CH2:14][CH:9]([C:7]([C:4]3[CH:3]=[CH:2][CH:1]=[CH:6][N:5]=3)=[O:8])[CH2:10][CH2:11]2)(=[O:40])=[O:39])[N:35]=[CH:34]1. The yield is 0.840.